This data is from Retrosynthesis with 50K atom-mapped reactions and 10 reaction types from USPTO. The task is: Predict the reactants needed to synthesize the given product. (1) Given the product O=C(O)CCc1csc(CBr)n1, predict the reactants needed to synthesize it. The reactants are: Cc1nc(CCC(=O)O)cs1.O=C1CCC(=O)N1Br. (2) The reactants are: CC1(C)OB(c2cnn(C3CCOC3)c2)OC1(C)C.Nc1ncc(Br)cn1. Given the product Nc1ncc(-c2cnn(C3CCOC3)c2)cn1, predict the reactants needed to synthesize it. (3) Given the product N[C@@H](COC(F)F)C(=O)OCc1ccccc1, predict the reactants needed to synthesize it. The reactants are: CC(C)(C)OC(=O)N[C@@H](COC(F)F)C(=O)OCc1ccccc1.